Dataset: Catalyst prediction with 721,799 reactions and 888 catalyst types from USPTO. Task: Predict which catalyst facilitates the given reaction. (1) Reactant: [NH2:1][C:2]1[CH:7]=[CH:6][C:5]([CH3:8])=[CH:4][C:3]=1[OH:9].C(N(CC)CC)C.[C:17]1([CH3:27])[CH:22]=[CH:21][C:20]([S:23](Cl)(=[O:25])=[O:24])=[CH:19][CH:18]=1.O. Product: [CH3:27][C:17]1[CH:22]=[CH:21][C:20]([S:23]([O:9][C:3]2[CH:4]=[C:5]([CH3:8])[CH:6]=[CH:7][C:2]=2[NH2:1])(=[O:25])=[O:24])=[CH:19][CH:18]=1. The catalyst class is: 4. (2) Reactant: [C:1]([O:5][C:6](=[O:44])[NH:7][CH2:8][CH2:9][CH2:10][N:11]1[CH2:16][CH2:15][CH:14]([NH:17][C:18]([NH:20][C:21]2[C:22](=[CH:40]N(C)C)[O:23][C:24]3[CH:30]=[CH:29][C:28]([CH2:31][CH2:32][C:33]4[CH:38]=[CH:37][CH:36]=[C:35]([F:39])[CH:34]=4)=[CH:27][C:25]=3[N:26]=2)=[O:19])[CH2:13][CH2:12]1)([CH3:4])([CH3:3])[CH3:2]. Product: [C:1]([O:5][C:6](=[O:44])[NH:7][CH2:8][CH2:9][CH2:10][N:11]1[CH2:12][CH2:13][CH:14]([N:17]2[CH:40]=[C:22]3[C:21]([NH:26][C:25]4[C:24]([O:23]3)=[CH:30][CH:29]=[C:28]([CH2:31][CH2:32][C:33]3[CH:38]=[CH:37][CH:36]=[C:35]([F:39])[CH:34]=3)[CH:27]=4)=[N:20][C:18]2=[O:19])[CH2:15][CH2:16]1)([CH3:4])([CH3:2])[CH3:3]. The catalyst class is: 15. (3) Reactant: [C:1]1([S:7]([N:10]2[C:14]3=[N:15][CH:16]=[CH:17][CH:18]=[C:13]3[CH:12]=[CH:11]2)(=[O:9])=[O:8])[CH:6]=[CH:5][CH:4]=[CH:3][CH:2]=1.C([N-]C(C)C)(C)C.[Li+].C([Li])CCC.CCCCCC.C(NC(C)C)(C)C.[CH3:45][C:46]([CH3:51])([CH3:50])[CH2:47][CH:48]=[O:49]. Product: [C:1]1([S:7]([N:10]2[C:14]3=[N:15][CH:16]=[CH:17][CH:18]=[C:13]3[CH:12]=[C:11]2[CH:48]([OH:49])[CH2:47][C:46]([CH3:51])([CH3:50])[CH3:45])(=[O:9])=[O:8])[CH:2]=[CH:3][CH:4]=[CH:5][CH:6]=1. The catalyst class is: 7.